Dataset: Experimentally validated miRNA-target interactions with 360,000+ pairs, plus equal number of negative samples. Task: Binary Classification. Given a miRNA mature sequence and a target amino acid sequence, predict their likelihood of interaction. (1) The miRNA is mmu-miR-669c-5p with sequence AUAGUUGUGUGUGGAUGUGUGU. The protein sequence of the target gene is MEVKGKKQFTGKSTKTAQEKNRFHKNSDSGSSKTFPTRKVAKEGGPKVTSRNFEKSITKLGKKGVKQFKNKQQGDKSPKNKFQPANKFNKKRKFQPDGRSDESAAKKPKWDDFKKKKKELKQSRQLSDKTNYDIVVRAKQMWEILRRKDCDKEKRVKLMSDLQKLIQGKIKTIAFAHDSTRVIQCYIQYGNEEQRKQAFEELRDDLVELSKAKYSRNIVKKFLMYGSKPQIAEIIRSFKGHVRKMLRHAEASAIVEYAYNDKAILEQRNMLTEELYGNTFQLYKSADHRTLDKVLEVQPE.... Result: 0 (no interaction). (2) The miRNA is hsa-miR-5682 with sequence GUAGCACCUUGCAGGAUAAGGU. The protein sequence of the target gene is MNVRRSLLGLTFCTCYLASHLTNKYVLSVLKFTYPTLFQGWQTFIGGLLLHMSWKLGWVELHSSPRSDVLIWLPASALFVGIIYAGSKALSRLAVPVFFILHNVAEVLTCGYQKCVWKEKTSLSKICSALFLLAAAGCLPFQDSQFDPDGYFWALIHIFCVGSYKILRKSRKPTVLSDIDQQYLNYIFSMVLLAFASHPTGDLFGALDFPFLYFYRFHGSCCASGVLGFFLMLSTVRLRSILAPGQCAAWILCAKVVTAGLSMLLFDMALTKATVGCFLLGGLGEALLVFSERRSSS. Result: 0 (no interaction).